This data is from Catalyst prediction with 721,799 reactions and 888 catalyst types from USPTO. The task is: Predict which catalyst facilitates the given reaction. (1) Reactant: [C:1]([C:5]1[O:9][N:8]=[C:7]([NH:10][C:11]([NH:13][C:14]2[CH:19]=[CH:18][CH:17]=[C:16]([O:20][C:21]3[C:30]4[C:25](=[CH:26][C:27]([O:33][CH2:34][CH2:35][CH2:36]Cl)=[C:28]([O:31][CH3:32])[CH:29]=4)[N:24]=[CH:23][N:22]=3)[CH:15]=2)=[O:12])[CH:6]=1)([CH3:4])([CH3:3])[CH3:2].[NH:38]1[CH2:42][CH2:41][C@H:40]([OH:43])[CH2:39]1.C(N(CC)C(C)C)(C)C. The catalyst class is: 711. Product: [C:1]([C:5]1[O:9][N:8]=[C:7]([NH:10][C:11]([NH:13][C:14]2[CH:19]=[CH:18][CH:17]=[C:16]([O:20][C:21]3[C:30]4[C:25](=[CH:26][C:27]([O:33][CH2:34][CH2:35][CH2:36][N:38]5[CH2:42][CH2:41][C@H:40]([OH:43])[CH2:39]5)=[C:28]([O:31][CH3:32])[CH:29]=4)[N:24]=[CH:23][N:22]=3)[CH:15]=2)=[O:12])[CH:6]=1)([CH3:4])([CH3:3])[CH3:2]. (2) Reactant: [Cl:1][C:2]1[CH:3]=[C:4]([C@H:9]2[O:13][C:12](=[O:14])[N:11]([CH2:15][C:16]3[C:21]([C:22]4[CH:23]=[C:24]([C:30]5[CH:35]=[CH:34][C:33]([C:36]([O:38][CH3:39])=[O:37])=[CH:32][C:31]=5[CH3:40])[CH:25]=[CH:26][C:27]=4[O:28][CH3:29])=[CH:20][N:19]=[C:18](S(C)(=O)=O)[N:17]=3)[C@H:10]2[CH3:45])[CH:5]=[C:6]([Cl:8])[CH:7]=1.[NH:46]1[CH2:49][CH2:48][CH2:47]1. Product: [N:46]1([C:18]2[N:17]=[C:16]([CH2:15][N:11]3[C@@H:10]([CH3:45])[C@@H:9]([C:4]4[CH:3]=[C:2]([Cl:1])[CH:7]=[C:6]([Cl:8])[CH:5]=4)[O:13][C:12]3=[O:14])[C:21]([C:22]3[CH:23]=[C:24]([C:30]4[CH:35]=[CH:34][C:33]([C:36]([O:38][CH3:39])=[O:37])=[CH:32][C:31]=4[CH3:40])[CH:25]=[CH:26][C:27]=3[O:28][CH3:29])=[CH:20][N:19]=2)[CH2:49][CH2:48][CH2:47]1. The catalyst class is: 1. (3) Reactant: [F:1][C:2]([F:25])([F:24])[C:3]1[CH:4]=[C:5]2[C:10](=[CH:11][CH:12]=1)[N:9]=[CH:8][CH:7]=[C:6]2[NH:13][C:14](=[O:23])[O:15][CH2:16][C:17]1[CH:22]=[CH:21][CH:20]=[CH:19][CH:18]=1.C(=O)([O-])[O-].[Cs+].[Cs+].[CH2:32]([O:34][C:35](=[O:38])[CH2:36]Br)[CH3:33].[NH4+].[Cl-]. Product: [CH2:16]([O:15][C:14]([N:13]([C:6]1[C:5]2[C:10](=[CH:11][CH:12]=[C:3]([C:2]([F:1])([F:24])[F:25])[CH:4]=2)[N:9]=[CH:8][CH:7]=1)[CH2:36][C:35]([O:34][CH2:32][CH3:33])=[O:38])=[O:23])[C:17]1[CH:22]=[CH:21][CH:20]=[CH:19][CH:18]=1. The catalyst class is: 3. (4) Reactant: [CH3:1][C:2]1[CH:3]=[C:4]2[N:9]([CH:10]=1)[N:8]=[CH:7][N:6]=[C:5]2[NH2:11].[CH2:12]=O.[N:14]1([C:20]([O:22][C:23]([CH3:26])([CH3:25])[CH3:24])=[O:21])[CH2:19][CH2:18][NH:17][CH2:16][CH2:15]1. Product: [NH2:11][C:5]1[C:4]2=[CH:3][C:2]([CH3:1])=[C:10]([CH2:12][N:17]3[CH2:18][CH2:19][N:14]([C:20]([O:22][C:23]([CH3:26])([CH3:25])[CH3:24])=[O:21])[CH2:15][CH2:16]3)[N:9]2[N:8]=[CH:7][N:6]=1. The catalyst class is: 15. (5) Reactant: [C:1]([O:5][C:6]([N:8]1[CH2:11][CH:10]([O:12]S(C)(=O)=O)[CH2:9]1)=[O:7])([CH3:4])([CH3:3])[CH3:2].[CH:17]1([CH2:20][O:21][C:22]2[CH:27]=[CH:26][C:25](O)=[CH:24][CH:23]=2)[CH2:19][CH2:18]1.C([O-])([O-])=O.[Cs+].[Cs+].O. Product: [C:1]([O:5][C:6]([N:8]1[CH2:11][CH:10]([O:12][C:25]2[CH:26]=[CH:27][C:22]([O:21][CH2:20][CH:17]3[CH2:18][CH2:19]3)=[CH:23][CH:24]=2)[CH2:9]1)=[O:7])([CH3:4])([CH3:3])[CH3:2]. The catalyst class is: 3. (6) Reactant: [Br:1][C:2]1[CH:3]=[C:4]([CH2:10][CH2:11][C:12]([N:14]([CH3:16])[CH3:15])=O)[C:5]([O:8][CH3:9])=[N:6][CH:7]=1.B.O1CCCC1. Product: [Br:1][C:2]1[CH:3]=[C:4]([CH2:10][CH2:11][CH2:12][N:14]([CH3:16])[CH3:15])[C:5]([O:8][CH3:9])=[N:6][CH:7]=1. The catalyst class is: 1. (7) Reactant: [CH2:1]1[C:10]2[C:5](=[CH:6][CH:7]=[CH:8][CH:9]=2)[CH2:4][CH2:3][N:2]1[C:11]1[N:12]=[C:13]([CH:30]=[O:31])[CH:14]=[C:15]2[C:19]([CH3:20])=[C:18]([CH3:21])[N:17]([CH2:22][C:23]3[CH:28]=[CH:27][CH:26]=[C:25]([F:29])[CH:24]=3)[C:16]=12.[ClH:32]. Product: [ClH:32].[CH2:1]1[C:10]2[C:5](=[CH:6][CH:7]=[CH:8][CH:9]=2)[CH2:4][CH2:3][N:2]1[C:11]1[N:12]=[C:13]([CH:30]=[O:31])[CH:14]=[C:15]2[C:19]([CH3:20])=[C:18]([CH3:21])[N:17]([CH2:22][C:23]3[CH:28]=[CH:27][CH:26]=[C:25]([F:29])[CH:24]=3)[C:16]=12. The catalyst class is: 13.